This data is from Catalyst prediction with 721,799 reactions and 888 catalyst types from USPTO. The task is: Predict which catalyst facilitates the given reaction. (1) Reactant: Cl.[NH2:2][C:3]1[CH:8]=[CH:7][CH:6]=[C:5]([O:9][CH3:10])[C:4]=1[OH:11].O.C(=O)([O-])O.[Na+].[Cl:18][CH2:19][C:20](Cl)=[O:21]. Product: [Cl:18][CH2:19][C:20]([NH:2][C:3]1[CH:8]=[CH:7][CH:6]=[C:5]([O:9][CH3:10])[C:4]=1[OH:11])=[O:21]. The catalyst class is: 13. (2) Reactant: CC1NC(C)CN(CC2CCNCC2)C1.[C:16]1([CH:22]([C:27]2[CH:32]=[CH:31][CH:30]=[CH:29][CH:28]=2)[CH2:23][C:24](O)=[O:25])[CH:21]=[CH:20][CH:19]=[CH:18][CH:17]=1.C(Cl)CCl. Product: [C:27]1([CH:22]([C:16]2[CH:17]=[CH:18][CH:19]=[CH:20][CH:21]=2)[CH2:23][CH:24]=[O:25])[CH:28]=[CH:29][CH:30]=[CH:31][CH:32]=1. The catalyst class is: 64.